Task: Predict the product of the given reaction.. Dataset: Forward reaction prediction with 1.9M reactions from USPTO patents (1976-2016) Given the reactants [F:1][C:2]([F:19])([F:18])[C:3]1[CH:4]=[C:5]([N:9]2[CH2:14][CH2:13][CH:12]([C:15]([OH:17])=O)[CH2:11][CH2:10]2)[CH:6]=[CH:7][CH:8]=1.[CH3:20][C:21]1[C:25]2[CH:26]=[C:27]([NH2:30])[CH:28]=[CH:29][C:24]=2[S:23][N:22]=1.[F:31][C:32]([F:49])([F:48])[C:33]1[CH:34]=[C:35]([N:39]2[CH2:44][CH2:43][CH:42]([C:45]([Cl:47])=[O:46])[CH2:41][CH2:40]2)[CH:36]=[CH:37][CH:38]=1, predict the reaction product. The product is: [F:48][C:32]([F:31])([F:49])[C:33]1[CH:34]=[C:35]([N:39]2[CH2:44][CH2:43][CH:42]([C:45]([Cl:47])=[O:46])[CH2:41][CH2:40]2)[CH:36]=[CH:37][CH:38]=1.[CH3:20][C:21]1[C:25]2[CH:26]=[C:27]([NH:30][C:15]([CH:12]3[CH2:11][CH2:10][N:9]([C:5]4[CH:6]=[CH:7][CH:8]=[C:3]([C:2]([F:1])([F:19])[F:18])[CH:4]=4)[CH2:14][CH2:13]3)=[O:17])[CH:28]=[CH:29][C:24]=2[S:23][N:22]=1.